Dataset: Full USPTO retrosynthesis dataset with 1.9M reactions from patents (1976-2016). Task: Predict the reactants needed to synthesize the given product. (1) Given the product [F:16][C:15]1[C:2]([Br:1])=[CH:3][C:4]2[C:5]3[N:9]([CH:10]4[CH2:11][CH:12]([C:13]=2[CH:14]=1)[CH2:17]4)[C:8]([I:21])=[C:7]([C:18]([NH2:20])=[O:19])[N:6]=3, predict the reactants needed to synthesize it. The reactants are: [Br:1][C:2]1[CH:3]=[C:4]2[C:13](=[CH:14][C:15]=1[F:16])[CH:12]1[CH2:17][CH:10]([CH2:11]1)[N:9]1[C:5]2=[N:6][C:7]([C:18]([NH2:20])=[O:19])=[CH:8]1.[I:21]N1C(=O)CCC1=O. (2) Given the product [F:43][C:40]1[CH:39]=[CH:38][C:37]([CH:14]([C:11]2[CH2:12][CH2:13][N:8]([CH3:6])[CH2:9][CH:10]=2)[C:15]([N:17]2[CH2:18][CH2:19][N:20]([CH2:23][CH2:24][CH2:25][CH2:26][C:27]3[C:36]4[C:31](=[CH:32][CH:33]=[CH:34][CH:35]=4)[CH:30]=[CH:29][CH:28]=3)[CH2:21][CH2:22]2)=[O:16])=[CH:42][CH:41]=1, predict the reactants needed to synthesize it. The reactants are: C(O[C:6]([N:8]1[CH2:13][CH:12]=[C:11]([CH:14]([C:37]2[CH:42]=[CH:41][C:40]([F:43])=[CH:39][CH:38]=2)[C:15]([N:17]2[CH2:22][CH2:21][N:20]([CH2:23][CH2:24][CH2:25][CH2:26][C:27]3[C:36]4[C:31](=[CH:32][CH:33]=[CH:34][CH:35]=4)[CH:30]=[CH:29][CH:28]=3)[CH2:19][CH2:18]2)=[O:16])[CH2:10][CH2:9]1)=O)(C)(C)C.Cl.O1CCOCC1. (3) Given the product [CH:23]1[CH:22]=[C:21]([N:27]2[CH2:32][CH2:31][N:30]([CH2:2][CH2:3][CH2:4][CH2:5][O:6][C:7]3[CH:8]=[CH:9][C:10]4[CH2:11][CH2:12][C:13](=[O:17])[NH:14][C:15]=4[CH:16]=3)[CH2:29][CH2:28]2)[C:20]([Cl:19])=[C:25]([Cl:26])[CH:24]=1, predict the reactants needed to synthesize it. The reactants are: Br[CH2:2][CH2:3][CH2:4][CH2:5][O:6][C:7]1[CH:16]=[C:15]2[C:10]([CH2:11][CH2:12][C:13](=[O:17])[NH:14]2)=[CH:9][CH:8]=1.Cl.[Cl:19][C:20]1[C:25]([Cl:26])=[CH:24][CH:23]=[CH:22][C:21]=1[N:27]1[CH2:32][CH2:31][NH:30][CH2:29][CH2:28]1.C([O-])([O-])=O.[Na+].[Na+].O. (4) Given the product [Cl:1][C:2]1[CH:3]=[CH:4][C:5]([CH2:6][NH:7][C:8]([C:10]2[C:11](=[O:27])[C:12]3[C:13]4[N:14]([CH:26]=2)[CH2:15][C:16](=[O:25])[N:17]([CH3:24])[C:18]=4[CH:19]=[C:20]([CH2:22][N:36]([CH2:37][CH:38]([OH:39])[C:40]2[CH:45]=[CH:44][CH:43]=[C:42]([CH3:46])[N:41]=2)[CH3:35])[CH:21]=3)=[O:9])=[CH:28][CH:29]=1, predict the reactants needed to synthesize it. The reactants are: [Cl:1][C:2]1[CH:29]=[CH:28][C:5]([CH2:6][NH:7][C:8]([C:10]2[C:11](=[O:27])[C:12]3[C:13]4[N:14]([CH:26]=2)[CH2:15][C:16](=[O:25])[N:17]([CH3:24])[C:18]=4[CH:19]=[C:20]([CH2:22]Cl)[CH:21]=3)=[O:9])=[CH:4][CH:3]=1.CN(C=O)C.[CH3:35][NH:36][CH2:37][CH:38]([C:40]1[CH:45]=[CH:44][CH:43]=[C:42]([CH3:46])[N:41]=1)[OH:39]. (5) Given the product [F:19][C:20]1[CH:21]=[C:22]([CH:25]=[CH:26][C:27]=1[O:28][CH:29]1[CH2:34][CH2:33][N:32]([CH3:35])[CH2:31][CH2:30]1)[CH:23]=[O:1], predict the reactants needed to synthesize it. The reactants are: [OH:1]C1CCN(C)CC1.FC1C=C(C=CC=1F)C#N.[F:19][C:20]1[CH:21]=[C:22]([CH:25]=[CH:26][C:27]=1[O:28][CH:29]1[CH2:34][CH2:33][N:32]([CH3:35])[CH2:31][CH2:30]1)[C:23]#N. (6) The reactants are: [Cl:1][C:2]1[CH:3]=[C:4]([CH:9]2[CH2:14][CH2:13][CH2:12][N:11]3[C:15]([C:18]4[CH:23]=[CH:22][C:21]([C:24]5[O:28][C:27]([CH3:29])=[N:26][CH:25]=5)=[C:20]([O:30][CH3:31])[CH:19]=4)=[N:16][N:17]=[C:10]23)[CH:5]=[CH:6][C:7]=1[Cl:8].[H-].[Na+].[CH2:34]=[O:35]. Given the product [Cl:1][C:2]1[CH:3]=[C:4]([C:9]2([CH2:34][OH:35])[CH2:14][CH2:13][CH2:12][N:11]3[C:15]([C:18]4[CH:23]=[CH:22][C:21]([C:24]5[O:28][C:27]([CH3:29])=[N:26][CH:25]=5)=[C:20]([O:30][CH3:31])[CH:19]=4)=[N:16][N:17]=[C:10]23)[CH:5]=[CH:6][C:7]=1[Cl:8], predict the reactants needed to synthesize it. (7) Given the product [CH3:34][O:33][C:5]1[CH:4]=[CH:3][CH:2]=[CH:32][C:6]=1[CH2:7][C@H:8]1[C:14](=[O:15])[N:13]([C:16]([NH:18][C@@H:19]([C:22]2[CH:23]=[C:24]([CH:28]=[CH:29][CH:30]=2)[C:25]([OH:27])=[O:26])[CH2:20][CH3:21])=[O:17])[CH2:12][C:11](=[O:31])[NH:10][CH2:9]1, predict the reactants needed to synthesize it. The reactants are: Cl[C:2]1[CH:3]=[CH:4][C:5]([O:33][CH3:34])=[C:6]([CH:32]=1)[CH2:7][C@H:8]1[C:14](=[O:15])[N:13]([C:16]([NH:18][C@@H:19]([C:22]2[CH:23]=[C:24]([CH:28]=[CH:29][CH:30]=2)[C:25]([OH:27])=[O:26])[CH2:20][CH3:21])=[O:17])[CH2:12][C:11](=[O:31])[NH:10][CH2:9]1.[H][H].